From a dataset of Reaction yield outcomes from USPTO patents with 853,638 reactions. Predict the reaction yield, written as a fraction of the theoretical maximum amount of product (1.0 means a 100% yield; for example, 0.34 means a 34% yield). The reactants are [NH2:1][C:2]1[C:7]([F:8])=[CH:6][C:5]([Br:9])=[CH:4][C:3]=1[CH2:10][OH:11]. The catalyst is ClCCl.[O-2].[Mn+2]. The product is [NH2:1][C:2]1[C:7]([F:8])=[CH:6][C:5]([Br:9])=[CH:4][C:3]=1[CH:10]=[O:11]. The yield is 0.850.